Dataset: Forward reaction prediction with 1.9M reactions from USPTO patents (1976-2016). Task: Predict the product of the given reaction. (1) Given the reactants [NH2:1][C:2]1[S:3][CH:4]=[C:5]2[C:9](=[O:10])[N:8]([CH:11]3[CH2:16][CH2:15][C:14](=[O:17])[NH:13][C:12]3=[O:18])[C:7](=[O:19])[C:6]=12.[CH3:20]I.O, predict the reaction product. The product is: [CH3:20][NH:1][C:2]1[S:3][CH:4]=[C:5]2[C:9](=[O:10])[N:8]([CH:11]3[CH2:16][CH2:15][C:14](=[O:17])[NH:13][C:12]3=[O:18])[C:7](=[O:19])[C:6]=12. (2) Given the reactants [CH3:1][N:2]1[C:6]2[CH:7]=[CH:8][C:9]([C:11]([OH:13])=O)=[CH:10][C:5]=2[N:4]=[C:3]1[NH:14][C:15]1[S:16][C:17]2[CH:23]=[C:22]([O:24][C:25]([F:28])([F:27])[F:26])[CH:21]=[CH:20][C:18]=2[N:19]=1.[CH2:29]([NH2:31])[CH3:30].[CH:32]1C=CC(P(N=[N+]=[N-])(C2C=CC=CC=2)=O)=CC=1.CCN(C(C)C)C(C)C, predict the reaction product. The product is: [CH2:29]([NH:31][C:11]([C:9]1[CH:8]=[CH:7][C:6]2[N:2]([CH2:1][CH3:32])[C:3]([NH:14][C:15]3[S:16][C:17]4[CH:23]=[C:22]([O:24][C:25]([F:26])([F:28])[F:27])[CH:21]=[CH:20][C:18]=4[N:19]=3)=[N:4][C:5]=2[CH:10]=1)=[O:13])[CH3:30]. (3) Given the reactants [NH2:1][C:2]1[S:3][C:4]2[CH2:19][C:14]3([O:18][CH2:17][CH2:16][O:15]3)[CH2:13][CH2:12][C:5]=2[C:6]=1[C:7](OCC)=[O:8].[CH:20]([NH2:22])=O.C([O-])=O.[NH4+], predict the reaction product. The product is: [O:15]1[CH2:16][CH2:17][O:18][C:14]21[CH2:13][CH2:12][C:5]1[C:6]3[C:7]([OH:8])=[N:22][CH:20]=[N:1][C:2]=3[S:3][C:4]=1[CH2:19]2. (4) Given the reactants [Cl:1][C:2]1[CH:11]=[C:10]([C:12](=[O:14])[CH3:13])[C:9]([N:15]2[CH2:20][CH2:19][NH:18][CH2:17][CH2:16]2)=[C:8]2[C:3]=1[CH:4]=[CH:5][CH:6]=[N:7]2.C(=O)([O-])[O-].[K+].[K+].Cl[CH2:28][C:29]([N:31]([CH3:33])[CH3:32])=[O:30], predict the reaction product. The product is: [C:12]([C:10]1[C:9]([N:15]2[CH2:16][CH2:17][N:18]([CH2:28][C:29]([N:31]([CH3:33])[CH3:32])=[O:30])[CH2:19][CH2:20]2)=[C:8]2[C:3]([CH:4]=[CH:5][CH:6]=[N:7]2)=[C:2]([Cl:1])[CH:11]=1)(=[O:14])[CH3:13]. (5) Given the reactants [NH2:1][C:2]1[CH:3]=[CH:4][CH:5]=[C:6]2[C:11]=1[C:10](=[O:12])[NH:9][CH2:8][CH2:7]2.C(=O)([O-])[O-].[K+].[K+].[CH2:19](Br)[C:20]1[CH:25]=[CH:24][CH:23]=[CH:22][CH:21]=1, predict the reaction product. The product is: [CH2:19]([N:1]([CH2:7][C:6]1[CH:11]=[CH:2][CH:3]=[CH:4][CH:5]=1)[C:2]1[CH:3]=[CH:4][CH:5]=[C:6]2[C:11]=1[C:10](=[O:12])[NH:9][CH2:8][CH2:7]2)[C:20]1[CH:25]=[CH:24][CH:23]=[CH:22][CH:21]=1. (6) The product is: [NH2:18][C@@H:19]([C:97]([CH3:98])([CH3:100])[CH3:99])[C:20]([N:22]1[C@H:31]([C:32]([N:34]([CH2:45][C:46]2[CH:47]=[C:48]3[C:52](=[CH:53][CH:54]=2)[N:51]([C:55]([NH:57][C@@H:58]2[CH2:62][N:61]([C:63](=[O:83])[C@@H:64]([NH:69][C:70](=[O:82])[C@@H:71]([N:73]([CH3:81])[C:74](=[O:80])[O:75][C:76]([CH3:79])([CH3:78])[CH3:77])[CH3:72])[C:65]([CH3:68])([CH3:67])[CH3:66])[C@H:60]([C:84](=[O:96])[NH:85][C@H:86]4[C:95]5[C:90](=[CH:91][CH:92]=[CH:93][CH:94]=5)[CH2:89][CH2:88][CH2:87]4)[CH2:59]2)=[O:56])[CH:50]=[CH:49]3)[C@@H:35]([C:39]2[CH:44]=[CH:43][CH:42]=[CH:41][CH:40]=2)[CH2:36][O:37][CH3:38])=[O:33])[CH2:30][C:29]2[C:24](=[CH:25][CH:26]=[CH:27][CH:28]=2)[CH2:23]1)=[O:21]. Given the reactants C1C2C(COC([NH:18][C@@H:19]([C:97]([CH3:100])([CH3:99])[CH3:98])[C:20]([N:22]3[C@H:31]([C:32]([N:34]([CH2:45][C:46]4[CH:47]=[C:48]5[C:52](=[CH:53][CH:54]=4)[N:51]([C:55]([NH:57][C@@H:58]4[CH2:62][N:61]([C:63](=[O:83])[C@@H:64]([NH:69][C:70](=[O:82])[C@@H:71]([N:73]([CH3:81])[C:74](=[O:80])[O:75][C:76]([CH3:79])([CH3:78])[CH3:77])[CH3:72])[C:65]([CH3:68])([CH3:67])[CH3:66])[C@H:60]([C:84](=[O:96])[NH:85][C@H:86]6[C:95]7[C:90](=[CH:91][CH:92]=[CH:93][CH:94]=7)[CH2:89][CH2:88][CH2:87]6)[CH2:59]4)=[O:56])[CH:50]=[CH:49]5)[C@@H:35]([C:39]4[CH:44]=[CH:43][CH:42]=[CH:41][CH:40]=4)[CH2:36][O:37][CH3:38])=[O:33])[CH2:30][C:29]4[C:24](=[CH:25][CH:26]=[CH:27][CH:28]=4)[CH2:23]3)=[O:21])=O)C3C(=CC=CC=3)C=2C=CC=1.N1CCCCC1, predict the reaction product. (7) The product is: [CH2:38]([NH:41][C:2]1[CH:7]=[C:6]([C:8]2[NH:12][C:11]3[CH:13]=[CH:14][CH:15]=[C:16]([NH:17][C:18]([C:20]4[CH:21]=[C:22]([CH:26]5[CH2:30][CH2:29][N:28]([C:31]([O:33][C:34]([CH3:35])([CH3:36])[CH3:37])=[O:32])[CH2:27]5)[CH:23]=[CH:24][CH:25]=4)=[O:19])[C:10]=3[N:9]=2)[CH:5]=[CH:4][N:3]=1)[CH2:39][CH3:40]. Given the reactants Cl[C:2]1[CH:7]=[C:6]([C:8]2[NH:12][C:11]3[CH:13]=[CH:14][CH:15]=[C:16]([NH:17][C:18]([C:20]4[CH:21]=[C:22]([CH:26]5[CH2:30][CH2:29][N:28]([C:31]([O:33][C:34]([CH3:37])([CH3:36])[CH3:35])=[O:32])[CH2:27]5)[CH:23]=[CH:24][CH:25]=4)=[O:19])[C:10]=3[N:9]=2)[CH:5]=[CH:4][N:3]=1.[CH2:38]([NH2:41])[CH2:39][CH3:40].O, predict the reaction product.